This data is from Reaction yield outcomes from USPTO patents with 853,638 reactions. The task is: Predict the reaction yield, written as a fraction of the theoretical maximum amount of product (1.0 means a 100% yield; for example, 0.34 means a 34% yield). (1) The reactants are [CH3:1][C:2]1[C:13]2[N:9]([C:10]([CH2:15][CH2:16][CH3:17])=[N:11][C:12]=2[CH3:14])[C:8]2[N:7]=[CH:6][S:5][C:4]=2[N:3]=1.[Br:18]Br. The catalyst is C(Cl)(Cl)Cl. The product is [Br:18][C:6]1[S:5][C:4]2[N:3]=[C:2]([CH3:1])[C:13]3[N:9]([C:10]([CH2:15][CH2:16][CH3:17])=[N:11][C:12]=3[CH3:14])[C:8]=2[N:7]=1. The yield is 0.300. (2) The reactants are [CH2:1]([N:8]1[CH2:12][CH2:11][C:10]2([C:20]3[C:19]([C:21]#[N:22])=[CH:18][CH:17]=[CH:16][C:15]=3[N:14]([CH2:23][C:24]3[CH:29]=[CH:28][C:27]([O:30][CH3:31])=[CH:26][CH:25]=3)[C:13]2=O)[CH2:9]1)[C:2]1[CH:7]=[CH:6][CH:5]=[CH:4][CH:3]=1.[H-].[H-].[H-].[H-].[Li+].[Al+3]. No catalyst specified. The product is [CH2:1]([N:8]1[CH2:12][CH2:11][C:10]2([C:20]3[C:15](=[CH:16][CH:17]=[CH:18][C:19]=3[CH2:21][NH2:22])[N:14]([CH2:23][C:24]3[CH:29]=[CH:28][C:27]([O:30][CH3:31])=[CH:26][CH:25]=3)[CH2:13]2)[CH2:9]1)[C:2]1[CH:7]=[CH:6][CH:5]=[CH:4][CH:3]=1. The yield is 0.170. (3) The reactants are [CH2:1]([O:3][C:4](=[O:32])[CH2:5][N:6]([CH2:17][C:18]([N:20]([N:22]1[CH2:30][C:29]2[C:24](=[CH:25][CH:26]=[C:27]([F:31])[CH:28]=2)[CH2:23]1)[CH3:21])=[O:19])[C:7]1[CH:15]=[C:14]2[C:10]([CH:11]=[N:12][NH:13]2)=[CH:9][C:8]=1[CH3:16])[CH3:2].FC(F)(F)S(O[CH2:39][CH:40]([F:42])[F:41])(=O)=O. No catalyst specified. The product is [CH2:1]([O:3][C:4](=[O:32])[CH2:5][N:6]([C:7]1[CH:15]=[C:14]2[C:10]([CH:11]=[N:12][N:13]2[CH2:39][CH:40]([F:42])[F:41])=[CH:9][C:8]=1[CH3:16])[CH2:17][C:18]([N:20]([N:22]1[CH2:30][C:29]2[C:24](=[CH:25][CH:26]=[C:27]([F:31])[CH:28]=2)[CH2:23]1)[CH3:21])=[O:19])[CH3:2]. The yield is 0.650. (4) The reactants are Br[C:2]1[S:6][C:5]([N:7]([CH3:9])[CH3:8])=[N:4][CH:3]=1.[Cl-].[Li+].C([Mg+])(C)C.[Cl-].CC(N(C)C)=O.Cl[C:24]1[CH:25]=[CH:26][C:27]2[N:28]([C:30]([CH2:33][NH:34][C:35](=[O:41])[O:36][C:37]([CH3:40])([CH3:39])[CH3:38])=[N:31][N:32]=2)[N:29]=1. The catalyst is C1COCC1.[Cl-].[Zn+2].[Cl-].C1C=CC(/C=C/C(/C=C/C2C=CC=CC=2)=O)=CC=1.C1C=CC(/C=C/C(/C=C/C2C=CC=CC=2)=O)=CC=1.C1C=CC(/C=C/C(/C=C/C2C=CC=CC=2)=O)=CC=1.[Pd].[Pd].CC(P(C(C)(C)C)[C-]1C=CC=C1)(C)C.C1C=CC([C-]2C(C3C=CC=CC=3)=C(C3C=CC=CC=3)C(C3C=CC=CC=3)=C2C2C=CC=CC=2)=CC=1.[Fe+2]. The product is [CH3:8][N:7]([CH3:9])[C:5]1[S:6][C:2]([C:24]2[CH:25]=[CH:26][C:27]3[N:28]([C:30]([CH2:33][NH:34][C:35](=[O:41])[O:36][C:37]([CH3:39])([CH3:38])[CH3:40])=[N:31][N:32]=3)[N:29]=2)=[CH:3][N:4]=1. The yield is 0.710. (5) The reactants are [CH2:1]([O:8][C:9](=[O:22])[NH:10][CH2:11][CH2:12][CH2:13][CH2:14][C:15]1[CH:20]=[CH:19][C:18]([OH:21])=[CH:17][CH:16]=1)[C:2]1[CH:7]=[CH:6][CH:5]=[CH:4][CH:3]=1.Cl.[CH3:24][N:25]([CH3:29])[CH2:26][CH2:27]Cl.C(=O)([O-])[O-].[K+].[K+].C1OCCOCCOCCOCCOCCOC1. No catalyst specified. The product is [CH2:1]([O:8][C:9](=[O:22])[NH:10][CH2:11][CH2:12][CH2:13][CH2:14][C:15]1[CH:20]=[CH:19][C:18]([O:21][CH2:27][CH2:26][N:25]([CH3:29])[CH3:24])=[CH:17][CH:16]=1)[C:2]1[CH:7]=[CH:6][CH:5]=[CH:4][CH:3]=1. The yield is 0.610. (6) The reactants are C[O:2][C:3](=[O:37])[CH2:4][C@H:5]1[CH2:10][CH2:9][C@H:8]([C:11]2[CH:16]=[CH:15][C:14]([NH:17][C:18](=[O:36])[CH2:19][CH2:20][NH:21][C:22]([C:24]3[CH:29]=[CH:28][C:27]([C:30]4[CH:35]=[CH:34][CH:33]=[CH:32][CH:31]=4)=[CH:26][CH:25]=3)=[O:23])=[CH:13][CH:12]=2)[CH2:7][CH2:6]1.[OH-].[Na+]. The catalyst is C1COCC1.O. The product is [C:27]1([C:30]2[CH:31]=[CH:32][CH:33]=[CH:34][CH:35]=2)[CH:26]=[CH:25][C:24]([C:22]([NH:21][CH2:20][CH2:19][C:18]([NH:17][C:14]2[CH:15]=[CH:16][C:11]([C@H:8]3[CH2:7][CH2:6][C@H:5]([CH2:4][C:3]([OH:37])=[O:2])[CH2:10][CH2:9]3)=[CH:12][CH:13]=2)=[O:36])=[O:23])=[CH:29][CH:28]=1. The yield is 0.960. (7) The catalyst is C1(C)C=CC=CC=1. The yield is 0.450. The reactants are [CH3:1][N:2]1[CH2:7][CH2:6][N:5]([CH:8]2[C:16]3[C:11](=[CH:12][C:13]([C:17](OC)=[O:18])=[CH:14][CH:15]=3)[CH2:10][CH2:9]2)[CH2:4][CH2:3]1.[N:21]1[CH:26]=[CH:25][C:24]([C:27]2[CH:28]=[N:29][CH:30]=[N:31][CH:32]=2)=[N:23][C:22]=1[NH:33][C:34]1[CH:35]=[C:36]([NH2:41])[CH:37]=[CH:38][C:39]=1[CH3:40].C[Al](C)C.C(C(C(C([O-])=O)O)O)([O-])=O.[Na+].[K+]. The product is [N:21]1[CH:26]=[CH:25][C:24]([C:27]2[CH:28]=[N:29][CH:30]=[N:31][CH:32]=2)=[N:23][C:22]=1[NH:33][C:34]1[CH:35]=[C:36]([NH:41][C:17]([C:13]2[CH:12]=[C:11]3[C:16](=[CH:15][CH:14]=2)[CH:8]([N:5]2[CH2:4][CH2:3][N:2]([CH3:1])[CH2:7][CH2:6]2)[CH2:9][CH2:10]3)=[O:18])[CH:37]=[CH:38][C:39]=1[CH3:40]. (8) The reactants are Br[C:2]1[CH:3]=[C:4]([N:22]([CH3:29])[CH:23]2[CH2:28][CH2:27][O:26][CH2:25][CH2:24]2)[C:5]([CH3:21])=[C:6]([CH:20]=1)[C:7]([NH:9][CH2:10][C:11]1[C:12](=[O:19])[NH:13][C:14]([CH3:18])=[CH:15][C:16]=1[CH3:17])=[O:8].[CH3:30][N:31]1[CH:35]=[C:34](B2OC(C)(C)C(C)(C)O2)[CH:33]=[N:32]1.C([O-])([O-])=O.[Na+].[Na+]. The catalyst is O1CCOCC1.O.C1C=CC([P]([Pd]([P](C2C=CC=CC=2)(C2C=CC=CC=2)C2C=CC=CC=2)([P](C2C=CC=CC=2)(C2C=CC=CC=2)C2C=CC=CC=2)[P](C2C=CC=CC=2)(C2C=CC=CC=2)C2C=CC=CC=2)(C2C=CC=CC=2)C2C=CC=CC=2)=CC=1. The product is [CH3:17][C:16]1[CH:15]=[C:14]([CH3:18])[NH:13][C:12](=[O:19])[C:11]=1[CH2:10][NH:9][C:7](=[O:8])[C:6]1[CH:20]=[C:2]([C:34]2[CH:33]=[N:32][N:31]([CH3:30])[CH:35]=2)[CH:3]=[C:4]([N:22]([CH3:29])[CH:23]2[CH2:28][CH2:27][O:26][CH2:25][CH2:24]2)[C:5]=1[CH3:21]. The yield is 0.200. (9) The reactants are [H-].[Na+].[I:3][C:4]1[CH:9]=[CH:8][C:7]([OH:10])=[CH:6][CH:5]=1.[C:11]([O:15][C:16]([N:18]1[CH2:22][CH2:21][CH2:20][C@@H:19]1[CH2:23]OS(C1C=CC(C)=CC=1)(=O)=O)=[O:17])([CH3:14])([CH3:13])[CH3:12]. The catalyst is CN(C=O)C. The product is [C:11]([O:15][C:16]([N:18]1[CH2:22][CH2:21][CH2:20][C@@H:19]1[CH2:23][O:10][C:7]1[CH:8]=[CH:9][C:4]([I:3])=[CH:5][CH:6]=1)=[O:17])([CH3:14])([CH3:12])[CH3:13]. The yield is 0.600. (10) The reactants are C([SiH](CC)CC)C.[Cl:8][C:9]1[CH:32]=[CH:31][C:12]([CH2:13][N:14]2[CH:19]=[C:18]([CH:20](O)[C:21]3[CH:26]=[CH:25][CH:24]=[C:23]([O:27][CH3:28])[CH:22]=3)[CH:17]=[CH:16][C:15]2=[O:30])=[CH:11][CH:10]=1.CO. The catalyst is C(O)(C(F)(F)F)=O. The product is [CH3:28][O:27][C:23]1[CH:22]=[C:21]([CH:26]=[CH:25][CH:24]=1)[CH2:20][C:18]1[CH:17]=[CH:16][C:15](=[O:30])[N:14]([CH2:13][C:12]2[CH:11]=[CH:10][C:9]([Cl:8])=[CH:32][CH:31]=2)[CH:19]=1. The yield is 0.710.